Dataset: Reaction yield outcomes from USPTO patents with 853,638 reactions. Task: Predict the reaction yield, written as a fraction of the theoretical maximum amount of product (1.0 means a 100% yield; for example, 0.34 means a 34% yield). (1) The reactants are [CH2:1]([O:5][C:6]1[N:14]=[C:13]2[C:9]([N:10]=[C:11]([O:23][CH3:24])[N:12]2[CH2:15][C:16]2[CH:21]=[CH:20][C:19]([OH:22])=[CH:18][CH:17]=2)=[C:8]([NH2:25])[N:7]=1)[CH2:2][CH2:3][CH3:4].Br[CH2:27][CH2:28][CH2:29][N:30]1[C:34](=[O:35])[C:33]2=[CH:36][CH:37]=[CH:38][CH:39]=[C:32]2[C:31]1=[O:40].C(=O)([O-])[O-].[K+].[K+].[I-].[K+]. The catalyst is CN(C=O)C. The product is [CH2:1]([O:5][C:6]1[N:14]=[C:13]2[C:9]([N:10]=[C:11]([O:23][CH3:24])[N:12]2[CH2:15][C:16]2[CH:21]=[CH:20][C:19]([O:22][CH2:27][CH2:28][CH2:29][N:30]3[C:34](=[O:35])[C:33]4=[CH:36][CH:37]=[CH:38][CH:39]=[C:32]4[C:31]3=[O:40])=[CH:18][CH:17]=2)=[C:8]([NH2:25])[N:7]=1)[CH2:2][CH2:3][CH3:4]. The yield is 0.920. (2) The product is [F:1][C:2]1[CH:7]=[CH:6][C:5]([CH:8]2[CH2:12][CH2:11][N:10]([C:13]([C:15]3[N:16]=[C:17]4[C:22]([C:23]([F:25])([F:26])[F:24])=[CH:21][C:20]([C:27]5[CH:31]=[CH:30][O:29][CH:28]=5)=[CH:19][N:18]4[C:32]=3[CH2:33][C:34]3[O:36][N:56]=[C:51]([CH3:52])[N:50]=3)=[O:14])[CH2:9]2)=[CH:4][CH:3]=1. The catalyst is CN(C=O)C.CCOC(C)=O. The yield is 0.520. The reactants are [F:1][C:2]1[CH:7]=[CH:6][C:5]([CH:8]2[CH2:12][CH2:11][N:10]([C:13]([C:15]3[N:16]=[C:17]4[C:22]([C:23]([F:26])([F:25])[F:24])=[CH:21][C:20]([C:27]5[CH:31]=[CH:30][O:29][CH:28]=5)=[CH:19][N:18]4[C:32]=3[CH2:33][C:34]([OH:36])=O)=[O:14])[CH2:9]2)=[CH:4][CH:3]=1.ONC(=O)C.CN(C(O[N:50]1N=N[C:52]2C=CC=[N:56][C:51]1=2)=[N+](C)C)C.F[P-](F)(F)(F)(F)F.C(N(C(C)C)CC)(C)C. (3) The reactants are [F:1][C:2]1[C:10]([C:11]2[CH:16]=[CH:15][CH:14]=[C:13]([F:17])[CH:12]=2)=[CH:9][C:8]([O:18][CH3:19])=[CH:7][C:3]=1[C:4]([OH:6])=O.C(Cl)(=O)C(Cl)=O.[NH2:26][C:27]1[C:28]([F:35])=[C:29]([OH:34])[CH:30]=[CH:31][C:32]=1[F:33].C([O-])(O)=O.[Na+]. The catalyst is C(Cl)Cl.CN(C=O)C.C1COCC1.O. The product is [F:35][C:28]1[C:29]([OH:34])=[CH:30][CH:31]=[C:32]([F:33])[C:27]=1[NH:26][C:4](=[O:6])[C:3]1[CH:7]=[C:8]([O:18][CH3:19])[CH:9]=[C:10]([C:11]2[CH:16]=[CH:15][CH:14]=[C:13]([F:17])[CH:12]=2)[C:2]=1[F:1]. The yield is 0.500. (4) The reactants are [CH3:1][O:2][C:3]1[CH:4]=[C:5]2[C:10](=[CH:11][C:12]=1[O:13][CH3:14])[N:9]=[CH:8][CH:7]=[C:6]2[O:15][C:16]1[CH:22]=[CH:21][C:19]([NH2:20])=[C:18]([F:23])[CH:17]=1.ClC(Cl)(O[C:28](=[O:34])OC(Cl)(Cl)Cl)Cl.[CH3:36][NH:37][NH2:38].C(=O)(O)[O-].[Na+]. The catalyst is C(Cl)Cl.C(N(CC)CC)C.C1(C)C=CC=CC=1. The product is [CH3:1][O:2][C:3]1[CH:4]=[C:5]2[C:10](=[CH:11][C:12]=1[O:13][CH3:14])[N:9]=[CH:8][CH:7]=[C:6]2[O:15][C:16]1[CH:22]=[CH:21][C:19]([NH:20][C:28]([NH:38][NH:37][CH3:36])=[O:34])=[C:18]([F:23])[CH:17]=1. The yield is 0.760. (5) The reactants are Cl[C:2]1[N:6]([CH3:7])[N:5]=[CH:4][C:3]=1[N+:8]([O-:10])=[O:9].Cl.[F:12][CH:13]1[CH2:18][CH2:17][NH:16][CH2:15][CH2:14]1. No catalyst specified. The product is [F:12][CH:13]1[CH2:18][CH2:17][N:16]([C:2]2[N:6]([CH3:7])[N:5]=[CH:4][C:3]=2[N+:8]([O-:10])=[O:9])[CH2:15][CH2:14]1. The yield is 0.990.